From a dataset of Full USPTO retrosynthesis dataset with 1.9M reactions from patents (1976-2016). Predict the reactants needed to synthesize the given product. Given the product [Br:19][C:20]1[CH:25]=[CH:24][CH:23]=[C:22]([F:26])[C:21]=1[C:27]1([OH:33])[CH2:32][CH2:31][CH2:30][CH2:29][CH2:28]1, predict the reactants needed to synthesize it. The reactants are: C(NC(C)C)(C)C.[Li]CCCC.CCCCCC.[Br:19][C:20]1[CH:25]=[CH:24][CH:23]=[C:22]([F:26])[CH:21]=1.[C:27]1(=[O:33])[CH2:32][CH2:31][CH2:30][CH2:29][CH2:28]1.